This data is from TCR-epitope binding with 47,182 pairs between 192 epitopes and 23,139 TCRs. The task is: Binary Classification. Given a T-cell receptor sequence (or CDR3 region) and an epitope sequence, predict whether binding occurs between them. (1) The epitope is SEETGTLIV. The TCR CDR3 sequence is CASSLEWGLAAPLQFF. Result: 0 (the TCR does not bind to the epitope). (2) The TCR CDR3 sequence is CSARTYEQYF. The epitope is FVDGVPFVV. Result: 1 (the TCR binds to the epitope). (3) The TCR CDR3 sequence is CASSYSMGDTEAFF. Result: 0 (the TCR does not bind to the epitope). The epitope is TSDLATNNLVVMAY. (4) The epitope is PROT_97E67BCC. The TCR CDR3 sequence is CASREYATSNEQYF. Result: 1 (the TCR binds to the epitope). (5) The epitope is KAYNVTQAF. The TCR CDR3 sequence is CASSQGGGLGTEAFF. Result: 0 (the TCR does not bind to the epitope). (6) Result: 1 (the TCR binds to the epitope). The epitope is LPAADLDDF. The TCR CDR3 sequence is CASSFQDMNTEAFF. (7) The epitope is YLNTLTLAV. The TCR CDR3 sequence is CASSFGDNPTF. Result: 1 (the TCR binds to the epitope).